Dataset: Merck oncology drug combination screen with 23,052 pairs across 39 cell lines. Task: Regression. Given two drug SMILES strings and cell line genomic features, predict the synergy score measuring deviation from expected non-interaction effect. (1) Drug 1: O=S1(=O)NC2(CN1CC(F)(F)F)C1CCC2Cc2cc(C=CCN3CCC(C(F)(F)F)CC3)ccc2C1. Drug 2: NC1(c2ccc(-c3nc4ccn5c(=O)[nH]nc5c4cc3-c3ccccc3)cc2)CCC1. Cell line: COLO320DM. Synergy scores: synergy=27.2. (2) Drug 1: COC12C(COC(N)=O)C3=C(C(=O)C(C)=C(N)C3=O)N1CC1NC12. Drug 2: CS(=O)(=O)CCNCc1ccc(-c2ccc3ncnc(Nc4ccc(OCc5cccc(F)c5)c(Cl)c4)c3c2)o1. Cell line: HT144. Synergy scores: synergy=8.33. (3) Drug 1: O=S1(=O)NC2(CN1CC(F)(F)F)C1CCC2Cc2cc(C=CCN3CCC(C(F)(F)F)CC3)ccc2C1. Drug 2: COc1cccc2c1C(=O)c1c(O)c3c(c(O)c1C2=O)CC(O)(C(=O)CO)CC3OC1CC(N)C(O)C(C)O1. Cell line: UWB1289BRCA1. Synergy scores: synergy=1.92.